Dataset: NCI-60 drug combinations with 297,098 pairs across 59 cell lines. Task: Regression. Given two drug SMILES strings and cell line genomic features, predict the synergy score measuring deviation from expected non-interaction effect. (1) Drug 1: CN1C2=C(C=C(C=C2)N(CCCl)CCCl)N=C1CCCC(=O)O.Cl. Drug 2: CC1CCC2CC(C(=CC=CC=CC(CC(C(=O)C(C(C(=CC(C(=O)CC(OC(=O)C3CCCCN3C(=O)C(=O)C1(O2)O)C(C)CC4CCC(C(C4)OC)O)C)C)O)OC)C)C)C)OC. Cell line: NCI/ADR-RES. Synergy scores: CSS=1.64, Synergy_ZIP=3.95, Synergy_Bliss=4.99, Synergy_Loewe=0.120, Synergy_HSA=1.36. (2) Drug 1: CCCS(=O)(=O)NC1=C(C(=C(C=C1)F)C(=O)C2=CNC3=C2C=C(C=N3)C4=CC=C(C=C4)Cl)F. Drug 2: C1C(C(OC1N2C=NC3=C(N=C(N=C32)Cl)N)CO)O. Cell line: OVCAR-5. Synergy scores: CSS=0.132, Synergy_ZIP=0.630, Synergy_Bliss=0.724, Synergy_Loewe=-11.4, Synergy_HSA=-4.88. (3) Drug 1: C1=C(C(=O)NC(=O)N1)N(CCCl)CCCl. Drug 2: C1=CC(=CC=C1C#N)C(C2=CC=C(C=C2)C#N)N3C=NC=N3. Synergy scores: CSS=2.54, Synergy_ZIP=-5.20, Synergy_Bliss=-8.49, Synergy_Loewe=-8.90, Synergy_HSA=-8.50. Cell line: SK-OV-3. (4) Drug 1: CC(C)(C#N)C1=CC(=CC(=C1)CN2C=NC=N2)C(C)(C)C#N. Drug 2: C1C(C(OC1N2C=NC3=C2NC=NCC3O)CO)O. Cell line: SN12C. Synergy scores: CSS=1.85, Synergy_ZIP=-1.26, Synergy_Bliss=-3.30, Synergy_Loewe=-3.13, Synergy_HSA=-3.63.